Dataset: Full USPTO retrosynthesis dataset with 1.9M reactions from patents (1976-2016). Task: Predict the reactants needed to synthesize the given product. (1) Given the product [Si:1]([O:8][C@H:9]1[CH2:14][CH2:13][C@H:12]([N:15]2[CH:19]=[C:18]([B:28]3[O:32][C:31]([CH3:34])([CH3:33])[C:30]([CH3:36])([CH3:35])[O:29]3)[CH:17]=[N:16]2)[CH2:11][CH2:10]1)([C:4]([CH3:7])([CH3:6])[CH3:5])([CH3:3])[CH3:2], predict the reactants needed to synthesize it. The reactants are: [Si:1]([O:8][C@H:9]1[CH2:14][CH2:13][C@H:12]([N:15]2[CH:19]=[C:18](I)[CH:17]=[N:16]2)[CH2:11][CH2:10]1)([C:4]([CH3:7])([CH3:6])[CH3:5])([CH3:3])[CH3:2].C([Mg]Cl)(C)C.CO[B:28]1[O:32][C:31]([CH3:34])([CH3:33])[C:30]([CH3:36])([CH3:35])[O:29]1.[NH4+].[Cl-]. (2) Given the product [CH3:1][O:2][C:3]1[CH:14]=[C:13]2[C:6](=[CH:5][CH:4]=1)[NH:7][CH:8]=[C:9]2[CH2:10][CH2:11][NH:12][C:23](=[O:24])[CH2:22][CH2:21][C:20]1[CH:19]=[CH:18][C:17]([C:16]([F:28])([F:29])[F:15])=[CH:27][CH:26]=1, predict the reactants needed to synthesize it. The reactants are: [CH3:1][O:2][C:3]1[CH:14]=[C:13]2[C:6]([NH:7][CH:8]=[C:9]2[CH2:10][CH2:11][NH2:12])=[CH:5][CH:4]=1.[F:15][C:16]([F:29])([F:28])[C:17]1[CH:27]=[CH:26][C:20]([CH2:21][CH2:22][C:23](O)=[O:24])=[CH:19][CH:18]=1.CN(C(ON1N=NC2C=CC=CC1=2)=[N+](C)C)C.[B-](F)(F)(F)F.CCN(C(C)C)C(C)C. (3) Given the product [CH3:33][NH:34][S:2]([C:5]1[CH:10]=[CH:9][C:8]([NH:11][C:12]([N:20]2[CH2:19][CH2:18][C:17]3[C:22](=[C:23]([N:26]4[CH2:27][CH2:28][N:29]([CH3:32])[CH2:30][CH2:31]4)[CH:24]=[CH:25][C:16]=3[O:15][CH3:14])[CH2:21]2)=[O:13])=[CH:7][CH:6]=1)(=[O:4])=[O:3], predict the reactants needed to synthesize it. The reactants are: Cl[S:2]([C:5]1[CH:10]=[CH:9][C:8]([N:11]=[C:12]=[O:13])=[CH:7][CH:6]=1)(=[O:4])=[O:3].[CH3:14][O:15][C:16]1[CH:25]=[CH:24][C:23]([N:26]2[CH2:31][CH2:30][N:29]([CH3:32])[CH2:28][CH2:27]2)=[C:22]2[C:17]=1[CH2:18][CH2:19][NH:20][CH2:21]2.[CH3:33][NH2:34]. (4) The reactants are: S(=O)(=O)(O)O.[ClH:6].[CH3:7][N:8]([CH2:10][CH:11]1[CH2:16][CH2:15][CH2:14][CH2:13][C:12]1([C:18]1[CH:19]=[N:20][CH:21]=[CH:22][CH:23]=1)O)[CH3:9].[OH-].[Na+]. Given the product [ClH:6].[CH3:7][N:8]([CH3:9])[CH2:10][CH:11]1[CH2:16][CH2:15][CH2:14][CH:13]=[C:12]1[C:18]1[CH:19]=[N:20][CH:21]=[CH:22][CH:23]=1, predict the reactants needed to synthesize it. (5) Given the product [CH2:16]([C@@H:14]1[CH2:13][NH:12][CH2:11][C@H:10]([CH2:9][OH:8])[O:15]1)[CH3:17], predict the reactants needed to synthesize it. The reactants are: C([O:8][CH2:9][C@@H:10]1[O:15][C@H:14]([CH2:16][CH3:17])[CH2:13][NH:12][CH2:11]1)C1C=CC=CC=1. (6) Given the product [C:1]([C:5]1[CH:6]=[CH:7][C:8]([C:9]([N:11]2[C@@H:15]([C:16]3[S:20][C:19]([Cl:21])=[N:18][CH:17]=3)[C@@H:14]([C:22]3[CH:27]=[N:26][CH:25]=[CH:24][N:23]=3)[CH2:13][C@@:12]2([CH2:35][CH:36]([CH3:37])[CH3:38])[C:28]([OH:30])=[O:29])=[O:10])=[CH:39][CH:40]=1)([CH3:3])([CH3:2])[CH3:4], predict the reactants needed to synthesize it. The reactants are: [C:1]([C:5]1[CH:40]=[CH:39][C:8]([C:9]([N:11]2[C@@H:15]([C:16]3[S:20][C:19]([Cl:21])=[N:18][CH:17]=3)[C@@H:14]([C:22]3[CH:27]=[N:26][CH:25]=[CH:24][N:23]=3)[CH2:13][C@@:12]2([CH2:35][CH:36]([CH3:38])[CH3:37])[C:28]([O:30]C(C)(C)C)=[O:29])=[O:10])=[CH:7][CH:6]=1)([CH3:4])([CH3:3])[CH3:2].C(O)(C(F)(F)F)=O. (7) Given the product [Cl:20][C:21]1[CH:22]=[C:23]([CH:28]=[CH:29][C:30]=1[O:31][CH:1]([CH3:6])[CH3:2])[C:24]([OH:26])=[O:25], predict the reactants needed to synthesize it. The reactants are: [CH:1]1[CH:6]=CC(P(C2C=CC=CC=2)C2C=CC=CC=2)=C[CH:2]=1.[Cl:20][C:21]1[CH:22]=[C:23]([CH:28]=[CH:29][C:30]=1[OH:31])[C:24]([O:26]C)=[O:25].CC(OC(/N=N/C(OC(C)C)=O)=O)C.[OH-].[Na+].